This data is from Peptide-MHC class II binding affinity with 134,281 pairs from IEDB. The task is: Regression. Given a peptide amino acid sequence and an MHC pseudo amino acid sequence, predict their binding affinity value. This is MHC class II binding data. The peptide sequence is AFKVVATAANAAPAN. The MHC is DRB1_0401 with pseudo-sequence DRB1_0401. The binding affinity (normalized) is 0.667.